This data is from NCI-60 drug combinations with 297,098 pairs across 59 cell lines. The task is: Regression. Given two drug SMILES strings and cell line genomic features, predict the synergy score measuring deviation from expected non-interaction effect. (1) Drug 1: CCC1=CC2CC(C3=C(CN(C2)C1)C4=CC=CC=C4N3)(C5=C(C=C6C(=C5)C78CCN9C7C(C=CC9)(C(C(C8N6C)(C(=O)OC)O)OC(=O)C)CC)OC)C(=O)OC.C(C(C(=O)O)O)(C(=O)O)O. Drug 2: CCC1(CC2CC(C3=C(CCN(C2)C1)C4=CC=CC=C4N3)(C5=C(C=C6C(=C5)C78CCN9C7C(C=CC9)(C(C(C8N6C=O)(C(=O)OC)O)OC(=O)C)CC)OC)C(=O)OC)O.OS(=O)(=O)O. Cell line: SK-OV-3. Synergy scores: CSS=49.7, Synergy_ZIP=-0.704, Synergy_Bliss=-1.08, Synergy_Loewe=-1.61, Synergy_HSA=-1.68. (2) Drug 1: C1CCN(CC1)CCOC2=CC=C(C=C2)C(=O)C3=C(SC4=C3C=CC(=C4)O)C5=CC=C(C=C5)O. Drug 2: CCC(=C(C1=CC=CC=C1)C2=CC=C(C=C2)OCCN(C)C)C3=CC=CC=C3.C(C(=O)O)C(CC(=O)O)(C(=O)O)O. Cell line: DU-145. Synergy scores: CSS=-3.06, Synergy_ZIP=1.76, Synergy_Bliss=2.86, Synergy_Loewe=-2.15, Synergy_HSA=-1.36. (3) Drug 1: C1CC(=O)NC(=O)C1N2C(=O)C3=CC=CC=C3C2=O. Drug 2: C(CN)CNCCSP(=O)(O)O. Cell line: MDA-MB-231. Synergy scores: CSS=12.7, Synergy_ZIP=-1.16, Synergy_Bliss=2.40, Synergy_Loewe=-2.63, Synergy_HSA=-1.39.